This data is from Forward reaction prediction with 1.9M reactions from USPTO patents (1976-2016). The task is: Predict the product of the given reaction. Given the reactants [C:1]([O:5][C:6]([N:8]1[CH2:12][C@@H:11]([CH2:13][NH:14][CH2:15][CH2:16][CH2:17][C:18]([O:20][C:21]([CH3:24])([CH3:23])[CH3:22])=[O:19])[C@H:10]([CH2:25][C:26]2[CH:31]=[CH:30][CH:29]=[CH:28][CH:27]=2)[CH2:9]1)=[O:7])([CH3:4])([CH3:3])[CH3:2].[O:32]=[C:33]1[CH2:42][CH:41]([C:43](O)=[O:44])[C:40]2[C:35](=[CH:36][CH:37]=[CH:38][CH:39]=2)[NH:34]1, predict the reaction product. The product is: [C:1]([O:5][C:6]([N:8]1[CH2:12][C@@H:11]([CH2:13][N:14]([CH2:15][CH2:16][CH2:17][C:18]([O:20][C:21]([CH3:24])([CH3:23])[CH3:22])=[O:19])[C:43]([CH:41]2[C:40]3[C:35](=[CH:36][CH:37]=[CH:38][CH:39]=3)[NH:34][C:33](=[O:32])[CH2:42]2)=[O:44])[C@H:10]([CH2:25][C:26]2[CH:27]=[CH:28][CH:29]=[CH:30][CH:31]=2)[CH2:9]1)=[O:7])([CH3:2])([CH3:3])[CH3:4].